From a dataset of Reaction yield outcomes from USPTO patents with 853,638 reactions. Predict the reaction yield, written as a fraction of the theoretical maximum amount of product (1.0 means a 100% yield; for example, 0.34 means a 34% yield). The reactants are [Br:1][C:2]1[C:3](=[O:21])[N:4](C(C2C=CC=CC=2)=O)[C:5](=[O:12])[N:6]([CH2:8][CH2:9][CH:10]=O)[N:7]=1.[CH3:22][C:23]12[CH2:28][C:27]1([C:29]1[CH:34]=[CH:33][C:32]([C:35]([F:38])([F:37])[F:36])=[CH:31][CH:30]=1)[CH2:26][NH:25][CH2:24]2.C(O[BH-](OC(=O)C)OC(=O)C)(=O)C.[Na+].C([N])(=O)C1C=CC=CC=1. The catalyst is ClCCCl. The product is [Br:1][C:2]1[C:3](=[O:21])[NH:4][C:5](=[O:12])[N:6]([CH2:8][CH2:9][CH2:10][N:25]2[CH2:26][C:27]3([C:29]4[CH:30]=[CH:31][C:32]([C:35]([F:36])([F:38])[F:37])=[CH:33][CH:34]=4)[C:23]([CH3:22])([CH2:28]3)[CH2:24]2)[N:7]=1. The yield is 0.177.